Dataset: Forward reaction prediction with 1.9M reactions from USPTO patents (1976-2016). Task: Predict the product of the given reaction. (1) Given the reactants [Li+].C[Si]([N-][Si](C)(C)C)(C)C.[I-].C1([P+](C2C=CC=CC=2)(C2C=CC=CC=2)[CH2:19][CH:20]2[CH2:25][CH2:24][O:23][CH2:22][CH2:21]2)C=CC=CC=1.[CH2:38]([O:40][C:41](=[O:54])[C:42]([C:44]1[CH:49]=[CH:48][C:47]([S:50][CH:51]2[CH2:53][CH2:52]2)=[CH:46][CH:45]=1)=O)[CH3:39].Cl, predict the reaction product. The product is: [CH:51]1([S:50][C:47]2[CH:48]=[CH:49][C:44]([C:42](=[CH:19][CH:20]3[CH2:21][CH2:22][O:23][CH2:24][CH2:25]3)[C:41]([O:40][CH2:38][CH3:39])=[O:54])=[CH:45][CH:46]=2)[CH2:52][CH2:53]1. (2) Given the reactants Cl.[NH2:2][C@H:3]1[CH2:8][CH2:7][C@H:6]([NH:9][C:10]([C:12]2[C:16]3[N:17]=[CH:18][N:19]=[C:20]([C:21]4[CH:26]=[C:25]([CH:27]([F:29])[F:28])[CH:24]=[CH:23][C:22]=4[O:30][CH2:31][CH:32]4[CH2:34][CH2:33]4)[C:15]=3[NH:14][C:13]=2[CH3:35])=[O:11])[CH2:5][C@@H:4]1[F:36].[CH3:37][O:38][CH2:39][C:40](Cl)=[O:41], predict the reaction product. The product is: [CH:32]1([CH2:31][O:30][C:22]2[CH:23]=[CH:24][C:25]([CH:27]([F:29])[F:28])=[CH:26][C:21]=2[C:20]2[C:15]3[NH:14][C:13]([CH3:35])=[C:12]([C:10]([NH:9][C@H:6]4[CH2:7][CH2:8][C@H:3]([NH:2][C:40](=[O:41])[CH2:39][O:38][CH3:37])[C@@H:4]([F:36])[CH2:5]4)=[O:11])[C:16]=3[N:17]=[CH:18][N:19]=2)[CH2:33][CH2:34]1. (3) The product is: [C:24]([C:23]1[CH:22]=[C:21]([F:20])[C:28]([O:1][C:2]2[CH:12]=[CH:11][CH:10]=[C:9]([CH3:13])[C:3]=2[C:4]([O:6][CH2:7][CH3:8])=[O:5])=[C:27]([F:30])[CH:26]=1)#[N:25]. Given the reactants [OH:1][C:2]1[CH:12]=[CH:11][CH:10]=[C:9]([CH3:13])[C:3]=1[C:4]([O:6][CH2:7][CH3:8])=[O:5].C(=O)([O-])[O-].[K+].[K+].[F:20][C:21]1[CH:22]=[C:23]([CH:26]=[C:27]([F:30])[C:28]=1F)[C:24]#[N:25], predict the reaction product. (4) Given the reactants [Cl:1][C:2]1[CH:7]=[C:6]2[NH:8][C:9](=[O:29])[C:10]3([CH:14]([CH2:15][C:16]([CH3:20])([CH3:19])[CH2:17][OH:18])[CH2:13][NH:12][CH:11]3[C:21]3[CH:26]=[CH:25][CH:24]=[C:23]([Cl:27])[C:22]=3[F:28])[C:5]2=[CH:4][CH:3]=1.[C:30]([O-])(O)=[O:31].[Na+].C(Cl)(Cl)=O.CC1(C)[O:44][C@@H:43]([CH2:45][CH2:46][NH2:47])[CH2:42][O:41]1.C(N(CC)CC)C.Cl, predict the reaction product. The product is: [OH:44][C@H:43]([CH2:42][OH:41])[CH2:45][CH2:46][NH:47][C:30]([N:12]1[CH2:13][CH:14]([CH2:15][C:16]([CH3:19])([CH3:20])[CH2:17][OH:18])[C:10]2([C:5]3[C:6](=[CH:7][C:2]([Cl:1])=[CH:3][CH:4]=3)[NH:8][C:9]2=[O:29])[CH:11]1[C:21]1[CH:26]=[CH:25][CH:24]=[C:23]([Cl:27])[C:22]=1[F:28])=[O:31]. (5) The product is: [Cl:6][C:7]1[CH:12]=[CH:11][C:10]([C@:13]2([CH3:28])[C@H:17]([C:18]3[CH:23]=[CH:22][C:21]([Cl:24])=[C:20]([F:25])[CH:19]=3)[NH:16][S:15](=[O:26])(=[O:27])[NH:14]2)=[CH:9][N:8]=1. Given the reactants [BH4-].[Na+].C(O)C.[Cl:6][C:7]1[CH:12]=[CH:11][C:10]([C:13]2([CH3:28])[C:17]([C:18]3[CH:23]=[CH:22][C:21]([Cl:24])=[C:20]([F:25])[CH:19]=3)=[N:16][S:15](=[O:27])(=[O:26])[NH:14]2)=[CH:9][N:8]=1, predict the reaction product. (6) The product is: [F:11][CH2:12][O:1][C:2]1[CH:3]=[C:4]([CH3:10])[C:5]([C:8]#[N:9])=[N:6][CH:7]=1. Given the reactants [OH:1][C:2]1[CH:3]=[C:4]([CH3:10])[C:5]([C:8]#[N:9])=[N:6][CH:7]=1.[F:11][CH2:12]OS(C1C=CC(C)=CC=1)(=O)=O, predict the reaction product. (7) Given the reactants [C:1]([O:5][C:6]([N:8]1[C@H:12]([CH2:13][OH:14])[CH2:11][C@@H:10]([CH:15]([CH3:17])[CH3:16])[C@@H:9]1[C:18]1[CH:23]=[CH:22][C:21]([O:24][CH3:25])=[C:20]([O:26][CH2:27][CH2:28][CH2:29][O:30][CH3:31])[CH:19]=1)=[O:7])([CH3:4])([CH3:3])[CH3:2].N1C=CC=CC=1.C(N(C(C)C)CC)(C)C.CS(C)=O, predict the reaction product. The product is: [C:1]([O:5][C:6]([N:8]1[C@H:12]([CH:13]=[O:14])[CH2:11][C@@H:10]([CH:15]([CH3:17])[CH3:16])[C@@H:9]1[C:18]1[CH:23]=[CH:22][C:21]([O:24][CH3:25])=[C:20]([O:26][CH2:27][CH2:28][CH2:29][O:30][CH3:31])[CH:19]=1)=[O:7])([CH3:4])([CH3:3])[CH3:2]. (8) The product is: [CH3:14][O:15][C:16](=[O:25])[C:17]1[CH:22]=[CH:21][C:20]([CH2:23][O:10][C:9]2[C:8]([O:11][CH2:12][CH3:13])=[CH:7][C:4]([CH:5]=[O:6])=[CH:3][C:2]=2[Br:1])=[CH:19][CH:18]=1. Given the reactants [Br:1][C:2]1[CH:3]=[C:4]([CH:7]=[C:8]([O:11][CH2:12][CH3:13])[C:9]=1[OH:10])[CH:5]=[O:6].[CH3:14][O:15][C:16](=[O:25])[C:17]1[CH:22]=[CH:21][C:20]([CH2:23]Br)=[CH:19][CH:18]=1, predict the reaction product.